This data is from Reaction yield outcomes from USPTO patents with 853,638 reactions. The task is: Predict the reaction yield, written as a fraction of the theoretical maximum amount of product (1.0 means a 100% yield; for example, 0.34 means a 34% yield). (1) The reactants are Cl[C:2]1[C:7]2[C:8](=[O:28])[N:9]([C:13]3[CH:14]=[CH:15][C:16]([O:19][CH2:20][C:21]([CH3:27])([CH3:26])[C:22]([O:24][CH3:25])=[O:23])=[N:17][CH:18]=3)[CH2:10][CH2:11][O:12][C:6]=2[N:5]=[CH:4][N:3]=1.[NH3:29]. The catalyst is O1CCOCC1. The product is [NH2:29][C:2]1[C:7]2[C:8](=[O:28])[N:9]([C:13]3[CH:14]=[CH:15][C:16]([O:19][CH2:20][C:21]([CH3:27])([CH3:26])[C:22]([O:24][CH3:25])=[O:23])=[N:17][CH:18]=3)[CH2:10][CH2:11][O:12][C:6]=2[N:5]=[CH:4][N:3]=1. The yield is 0.570. (2) The reactants are Br[C:2]1[CH:13]=[N:12][C:5]2[NH:6][CH2:7][C:8](=[O:11])[NH:9][CH2:10][C:4]=2[CH:3]=1.[C:14]([O:18][C:19]([CH3:22])([CH3:21])[CH3:20])(=[O:17])[CH:15]=[CH2:16].C(N(C(C)C)CC)(C)C. The catalyst is CN(C=O)C.C([O-])(=O)C.[Pd+2].C([O-])(=O)C. The product is [C:19]([O:18][C:14](=[O:17])[CH:15]=[CH:16][C:2]1[CH:13]=[N:12][C:5]2[NH:6][CH2:7][C:8](=[O:11])[NH:9][CH2:10][C:4]=2[CH:3]=1)([CH3:22])([CH3:21])[CH3:20]. The yield is 0.520. (3) The reactants are CN1[C:11](=[O:12])[C:10]2[C:5](=[N:6][CH:7]=[C:8]([N:13]3[CH2:18][CH2:17][N:16]([C:19]([O:21][C:22]([CH3:25])([CH3:24])[CH3:23])=[O:20])[CH2:15][CH2:14]3)[N:9]=2)[N:4]=C1.C[OH:27]. The catalyst is [OH-].[Na+]. The product is [NH2:4][C:5]1[C:10]([C:11]([OH:27])=[O:12])=[N:9][C:8]([N:13]2[CH2:18][CH2:17][N:16]([C:19]([O:21][C:22]([CH3:23])([CH3:25])[CH3:24])=[O:20])[CH2:15][CH2:14]2)=[CH:7][N:6]=1. The yield is 0.340. (4) The reactants are [C:1]([O:5][C:6]([N:8]1[CH2:13][CH2:12][C:11](=[C:14]([Br:24])[C:15]2[CH:20]=[CH:19][C:18]([C:21](O)=[O:22])=[CH:17][CH:16]=2)[CH2:10][CH2:9]1)=[O:7])([CH3:4])([CH3:3])[CH3:2].C(OC(Cl)=O)C(C)C.[CH2:33]([NH:35][CH2:36][CH3:37])[CH3:34]. The catalyst is ClCCl. The product is [C:1]([O:5][C:6]([N:8]1[CH2:13][CH2:12][C:11](=[C:14]([Br:24])[C:15]2[CH:16]=[CH:17][C:18]([C:21](=[O:22])[N:35]([CH2:36][CH3:37])[CH2:33][CH3:34])=[CH:19][CH:20]=2)[CH2:10][CH2:9]1)=[O:7])([CH3:2])([CH3:3])[CH3:4]. The yield is 0.730. (5) The reactants are Cl[C:2]1[N:7]=[C:6]([S:8][CH2:9][CH3:10])[C:5]([C:11]([NH:13][CH2:14][C:15]2[CH:20]=[CH:19][CH:18]=[C:17]([F:21])[CH:16]=2)=[O:12])=[C:4]([CH3:22])[CH:3]=1.[Na+].[I-].ClC([SiH3])(Cl)Cl.[OH-].[Na+].C([O-])([O-])=O.[Cs+].[Cs+].N1C=CC=CC=1C(O)=O.[NH:47]1[CH2:52][CH2:51][O:50][CH2:49][C:48]1=[O:53]. The catalyst is C(#N)CC.[Cu]I.CCOC(C)=O. The product is [CH2:9]([S:8][C:6]1[C:5]([C:11]([NH:13][CH2:14][C:15]2[CH:20]=[CH:19][CH:18]=[C:17]([F:21])[CH:16]=2)=[O:12])=[C:4]([CH3:22])[CH:3]=[C:2]([N:47]2[CH2:52][CH2:51][O:50][CH2:49][C:48]2=[O:53])[N:7]=1)[CH3:10]. The yield is 0.0500. (6) The catalyst is CO.O=[Pt]=O. The reactants are [OH:1][C:2]1[C:3]([O:14][CH3:15])=[CH:4][C:5]([N+:11]([O-])=O)=[C:6]([CH:10]=1)[C:7]([OH:9])=[O:8]. The yield is 0.970. The product is [NH2:11][C:5]1[CH:4]=[C:3]([O:14][CH3:15])[C:2]([OH:1])=[CH:10][C:6]=1[C:7]([OH:9])=[O:8]. (7) The catalyst is CCN(CC)CC. The yield is 0.700. The product is [CH:1]1([N:6]2[C:15]3[N:14]=[C:13]([C:16]4[CH:21]=[CH:20][N:19]=[C:18]([NH:28][CH3:27])[CH:17]=4)[N:12]=[CH:11][C:10]=3[N:9]([CH3:23])[C:8](=[O:24])[C@H:7]2[CH2:25][CH3:26])[CH2:5][CH2:4][CH2:3][CH2:2]1. The reactants are [CH:1]1([N:6]2[C:15]3[N:14]=[C:13]([C:16]4[CH:21]=[CH:20][N:19]=[C:18](F)[CH:17]=4)[N:12]=[CH:11][C:10]=3[N:9]([CH3:23])[C:8](=[O:24])[C@H:7]2[CH2:25][CH3:26])[CH2:5][CH2:4][CH2:3][CH2:2]1.[CH3:27][NH2:28]. (8) The reactants are [C:1]1([NH:7][S:8]([C:11]2[CH:16]=[CH:15][C:14]([CH:17]=[CH:18][C:19]([OH:21])=O)=[CH:13][CH:12]=2)(=[O:10])=[O:9])[CH:6]=[CH:5][CH:4]=[CH:3][CH:2]=1.[Cl:22]CCl. The catalyst is CN(C)C=O. The product is [C:1]1([NH:7][S:8]([C:11]2[CH:16]=[CH:15][C:14]([CH:17]=[CH:18][C:19]([Cl:22])=[O:21])=[CH:13][CH:12]=2)(=[O:10])=[O:9])[CH:6]=[CH:5][CH:4]=[CH:3][CH:2]=1. The yield is 0.920.